This data is from Full USPTO retrosynthesis dataset with 1.9M reactions from patents (1976-2016). The task is: Predict the reactants needed to synthesize the given product. (1) Given the product [CH3:32][N:33]1[CH2:34][CH2:35][N:36]([C:39]2[CH:44]=[CH:43][C:42]([NH:45][CH:2]=[C:3]3[C:11]4[C:6](=[CH:7][C:8]([C:12]([C:14]5[CH:15]=[C:16]([NH:20][C:21]([C:23]6[C:24]([CH3:30])=[N:25][N:26]([CH2:28][CH3:29])[CH:27]=6)=[O:22])[CH:17]=[CH:18][CH:19]=5)=[O:13])=[CH:9][CH:10]=4)[NH:5][C:4]3=[O:31])=[CH:41][CH:40]=2)[CH2:37][CH2:38]1, predict the reactants needed to synthesize it. The reactants are: O[CH:2]=[C:3]1[C:11]2[C:6](=[CH:7][C:8]([C:12]([C:14]3[CH:15]=[C:16]([NH:20][C:21]([C:23]4[C:24]([CH3:30])=[N:25][N:26]([CH2:28][CH3:29])[CH:27]=4)=[O:22])[CH:17]=[CH:18][CH:19]=3)=[O:13])=[CH:9][CH:10]=2)[NH:5][C:4]1=[O:31].[CH3:32][N:33]1[CH2:38][CH2:37][N:36]([C:39]2[CH:44]=[CH:43][C:42]([NH2:45])=[CH:41][CH:40]=2)[CH2:35][CH2:34]1. (2) Given the product [CH3:39][O:40][CH2:41][C:42]1[CH:43]=[CH:44][C:45]([O:50][C:51]([F:52])([F:53])[F:54])=[C:46]([CH:47]=1)[CH2:48][NH:49][C:13]([NH:12][C:11]1[N:7]([C:1]2[CH:2]=[CH:3][CH:4]=[CH:5][CH:6]=2)[N:8]=[C:9]2[CH2:24][S:23][CH2:22][C:10]=12)=[O:21], predict the reactants needed to synthesize it. The reactants are: [C:1]1([N:7]2[C:11]([NH:12][C:13](=[O:21])OC3C=CC=CC=3)=[C:10]3[CH2:22][S:23][CH2:24][C:9]3=[N:8]2)[CH:6]=[CH:5][CH:4]=[CH:3][CH:2]=1.C1(C2C=CC(COC)=CC=2CN)CC1.[CH3:39][O:40][CH2:41][C:42]1[CH:43]=[CH:44][C:45]([O:50][C:51]([F:54])([F:53])[F:52])=[C:46]([CH2:48][NH2:49])[CH:47]=1. (3) Given the product [CH3:8][C:9]1[CH:14]=[CH:13][C:12]([S:15]([O:18][CH2:19][C:20]2([O:26][CH3:27])[CH2:25][CH2:24][CH2:1][CH2:22][CH2:21]2)(=[O:17])=[O:16])=[CH:11][CH:10]=1, predict the reactants needed to synthesize it. The reactants are: [C:1]1(=O)CCCCC1.[CH3:8][C:9]1[CH:14]=[CH:13][C:12]([S:15]([O:18][CH2:19][C:20]2([O:26][CH3:27])[CH2:25][CH2:24]O[CH2:22][CH2:21]2)(=[O:17])=[O:16])=[CH:11][CH:10]=1. (4) The reactants are: O[C:2]1[CH:11]=[CH:10][C:9]2[C:4](=[CH:5][C:6]3[CH2:23][C:13]4([C:21]5[C:16](=[N:17][CH:18]=[CH:19][CH:20]=5)[NH:15][C:14]4=[O:22])[CH2:12][C:7]=3[CH:8]=2)[N:3]=1.O=P(Cl)(Cl)[Cl:26]. Given the product [Cl:26][C:2]1[CH:11]=[CH:10][C:9]2[C:4](=[CH:5][C:6]3[CH2:23][C:13]4([C:21]5[C:16](=[N:17][CH:18]=[CH:19][CH:20]=5)[NH:15][C:14]4=[O:22])[CH2:12][C:7]=3[CH:8]=2)[N:3]=1, predict the reactants needed to synthesize it. (5) Given the product [CH3:22][N:23]([CH2:24][CH2:25][C:26]1[CH:31]=[CH:30][CH:29]=[CH:28][CH:27]=1)[C:19]([C:12]1[N:13]([CH3:18])[C:14]2[C:10]([CH:11]=1)=[C:9]([OH:8])[CH:17]=[CH:16][CH:15]=2)=[O:21], predict the reactants needed to synthesize it. The reactants are: C([O:8][C:9]1[CH:17]=[CH:16][CH:15]=[C:14]2[C:10]=1[CH:11]=[C:12]([C:19]([OH:21])=O)[N:13]2[CH3:18])C1C=CC=CC=1.[CH3:22][NH:23][CH2:24][CH2:25][C:26]1[CH:31]=[CH:30][CH:29]=[CH:28][CH:27]=1. (6) Given the product [C:27]([CH2:2][CH:3]([C:5]1[CH:17]=[CH:16][C:8]([C:9]([O:11][C:12]([CH3:15])([CH3:14])[CH3:13])=[O:10])=[CH:7][C:6]=1[N+:18]([O-:20])=[O:19])[CH3:4])([O:29][CH2:30][CH:31]1[C:32]2[C:37](=[CH:36][CH:35]=[CH:34][CH:33]=2)[C:38]2[C:43]1=[CH:42][CH:41]=[CH:40][CH:39]=2)=[O:28], predict the reactants needed to synthesize it. The reactants are: O[CH2:2][CH:3]([C:5]1[CH:17]=[CH:16][C:8]([C:9]([O:11][C:12]([CH3:15])([CH3:14])[CH3:13])=[O:10])=[CH:7][C:6]=1[N+:18]([O-:20])=[O:19])[CH3:4].N1C=CC=CC=1.[C:27](Cl)([O:29][CH2:30][CH:31]1[C:43]2[C:38](=[CH:39][CH:40]=[CH:41][CH:42]=2)[C:37]2[C:32]1=[CH:33][CH:34]=[CH:35][CH:36]=2)=[O:28].[Al].